From a dataset of Reaction yield outcomes from USPTO patents with 853,638 reactions. Predict the reaction yield, written as a fraction of the theoretical maximum amount of product (1.0 means a 100% yield; for example, 0.34 means a 34% yield). The reactants are [CH3:1][O:2][C:3](=[O:18])[CH:4]=[C:5]1[CH2:10][CH2:9][N:8]([C:11]([O:13][C:14]([CH3:17])([CH3:16])[CH3:15])=[O:12])[CH2:7][CH2:6]1.[H][H]. The catalyst is C(OCC)(=O)C.CO.[Pd]. The product is [CH3:1][O:2][C:3](=[O:18])[CH2:4][CH:5]1[CH2:6][CH2:7][N:8]([C:11]([O:13][C:14]([CH3:16])([CH3:15])[CH3:17])=[O:12])[CH2:9][CH2:10]1. The yield is 0.970.